Dataset: Reaction yield outcomes from USPTO patents with 853,638 reactions. Task: Predict the reaction yield, written as a fraction of the theoretical maximum amount of product (1.0 means a 100% yield; for example, 0.34 means a 34% yield). (1) The reactants are [Li+].[BH4-].[Br:3][C:4]1[C:13]([F:14])=[CH:12][C:11]([N:15]([C:20]2[C:39]([CH:40]3[CH2:42][CH2:41]3)=[CH:38][C:23]3[C:24]([C:34](=[O:37])[NH:35][CH3:36])=[C:25]([C:27]4[CH:32]=[CH:31][C:30]([F:33])=[CH:29][CH:28]=4)[O:26][C:22]=3[CH:21]=2)[S:16]([CH3:19])(=[O:18])=[O:17])=[CH:10][C:5]=1[C:6](OC)=[O:7].C(O)(=O)CC(CC(O)=O)(C(O)=O)O. The catalyst is C1COCC1.CO. The product is [Br:3][C:4]1[C:5]([CH2:6][OH:7])=[CH:10][C:11]([N:15]([C:20]2[C:39]([CH:40]3[CH2:42][CH2:41]3)=[CH:38][C:23]3[C:24]([C:34]([NH:35][CH3:36])=[O:37])=[C:25]([C:27]4[CH:28]=[CH:29][C:30]([F:33])=[CH:31][CH:32]=4)[O:26][C:22]=3[CH:21]=2)[S:16]([CH3:19])(=[O:18])=[O:17])=[CH:12][C:13]=1[F:14]. The yield is 0.970. (2) The reactants are COC1C=C(OC)C=CC=1C[N:6]([C:36]1[CH:41]=[CH:40][N:39]=[CH:38][N:37]=1)[S:7]([C:10]1[CH:15]=[C:14]([CH3:16])[C:13]([O:17][C@H:18]2[CH2:23][CH2:22][CH2:21][CH2:20][C@@H:19]2[C:24]2[CH:25]=[N:26][N:27](C3CCCCO3)[CH:28]=2)=[CH:12][C:11]=1[F:35])(=[O:9])=[O:8].C([SiH](CC)CC)C.FC(F)(F)C(O)=O.ClCCl. The catalyst is CO. The product is [F:35][C:11]1[CH:12]=[C:13]([O:17][C@H:18]2[CH2:23][CH2:22][CH2:21][CH2:20][C@@H:19]2[C:24]2[CH:25]=[N:26][NH:27][CH:28]=2)[C:14]([CH3:16])=[CH:15][C:10]=1[S:7]([NH:6][C:36]1[CH:41]=[CH:40][N:39]=[CH:38][N:37]=1)(=[O:8])=[O:9]. The yield is 0.720. (3) The reactants are CN(C)C(N=NC(N(C)C)=O)=O.C(P(CCCC)CCCC)CCC.[CH2:26]([N:28]1[C:34](=[O:35])[C:33]([CH3:37])([CH3:36])[C:32](=[O:38])[N:31]([CH3:39])[C:30]2[CH:40]=[C:41]([O:44][CH2:45][CH2:46][CH2:47][NH:48][S:49]([C:52]3[CH:57]=[CH:56][CH:55]=[CH:54][C:53]=3[N+:58]([O-:60])=[O:59])(=[O:51])=[O:50])[CH:42]=[CH:43][C:29]1=2)[CH3:27].O[CH2:62][CH2:63][N:64]1[CH:73]=[CH:72][C:71]2[C:66](=[CH:67][C:68]([CH3:74])=[CH:69][CH:70]=2)[C:65]1=[O:75]. The catalyst is ClCCl.O.C1COCC1. The product is [CH2:26]([N:28]1[C:34](=[O:35])[C:33]([CH3:37])([CH3:36])[C:32](=[O:38])[N:31]([CH3:39])[C:30]2[CH:40]=[C:41]([O:44][CH2:45][CH2:46][CH2:47][N:48]([CH2:62][CH2:63][N:64]3[CH:73]=[CH:72][C:71]4[C:66](=[CH:67][C:68]([CH3:74])=[CH:69][CH:70]=4)[C:65]3=[O:75])[S:49]([C:52]3[CH:57]=[CH:56][CH:55]=[CH:54][C:53]=3[N+:58]([O-:60])=[O:59])(=[O:51])=[O:50])[CH:42]=[CH:43][C:29]1=2)[CH3:27]. The yield is 0.650. (4) The reactants are C[O:2][C:3](=O)[CH2:4][N:5]1[CH2:10][CH2:9][CH:8]([C:11]([F:14])([F:13])[F:12])[CH2:7][CH2:6]1.[H-].[Al+3].[Li+].[H-].[H-].[H-]. The catalyst is C1COCC1. The product is [F:13][C:11]([F:12])([F:14])[CH:8]1[CH2:9][CH2:10][N:5]([CH2:4][CH2:3][OH:2])[CH2:6][CH2:7]1. The yield is 0.990. (5) The reactants are [C:1]([O:5][C:6](=[O:25])[NH:7][C:8]1[CH:13]=[C:12]([O:14][C:15]2[CH:20]=[CH:19][C:18]([N+:21]([O-])=O)=[CH:17][N:16]=2)[CH:11]=[CH:10][C:9]=1[F:24])([CH3:4])([CH3:3])[CH3:2].O1CCCC1. The catalyst is CO.[C].[Pd]. The product is [C:1]([O:5][C:6](=[O:25])[NH:7][C:8]1[CH:13]=[C:12]([O:14][C:15]2[CH:20]=[CH:19][C:18]([NH2:21])=[CH:17][N:16]=2)[CH:11]=[CH:10][C:9]=1[F:24])([CH3:4])([CH3:2])[CH3:3]. The yield is 0.940. (6) The reactants are [C:1]([O:5][C:6]([N:8]1[CH2:12][C@H:11]([F:13])[CH2:10][C@H:9]1[C:14]([OH:16])=O)=[O:7])([CH3:4])([CH3:3])[CH3:2].CCN(C(C)C)C(C)C.CN(C(ON1N=NC2C=CC=NC1=2)=[N+](C)C)C.F[P-](F)(F)(F)(F)F.[Cl:50][C:51]1[C:52]([C:59]2[CH:60]=[N:61][C:62]([C:65]([F:68])([F:67])[F:66])=[CH:63][CH:64]=2)=[CH:53][C:54]([CH2:57][NH2:58])=[N:55][CH:56]=1. The catalyst is C(OCC)(=O)C.CN(C)C=O. The product is [Cl:50][C:51]1[C:52]([C:59]2[CH:60]=[N:61][C:62]([C:65]([F:67])([F:66])[F:68])=[CH:63][CH:64]=2)=[CH:53][C:54]([CH2:57][NH:58][C:14]([C@@H:9]2[CH2:10][C@@H:11]([F:13])[CH2:12][N:8]2[C:6]([O:5][C:1]([CH3:2])([CH3:3])[CH3:4])=[O:7])=[O:16])=[N:55][CH:56]=1. The yield is 0.510.